This data is from NCI-60 drug combinations with 297,098 pairs across 59 cell lines. The task is: Regression. Given two drug SMILES strings and cell line genomic features, predict the synergy score measuring deviation from expected non-interaction effect. Drug 1: B(C(CC(C)C)NC(=O)C(CC1=CC=CC=C1)NC(=O)C2=NC=CN=C2)(O)O. Drug 2: CC1(CCCN1)C2=NC3=C(C=CC=C3N2)C(=O)N. Cell line: SK-OV-3. Synergy scores: CSS=42.5, Synergy_ZIP=1.89, Synergy_Bliss=1.39, Synergy_Loewe=-59.1, Synergy_HSA=-0.0854.